From a dataset of Peptide-MHC class I binding affinity with 185,985 pairs from IEDB/IMGT. Regression. Given a peptide amino acid sequence and an MHC pseudo amino acid sequence, predict their binding affinity value. This is MHC class I binding data. (1) The peptide sequence is YLTMKAIEK. The MHC is HLA-A11:01 with pseudo-sequence HLA-A11:01. The binding affinity (normalized) is 0.375. (2) The peptide sequence is RERPYKEVTED. The MHC is Mamu-A01 with pseudo-sequence Mamu-A01. The binding affinity (normalized) is 0. (3) The peptide sequence is SLAALIVGLVFAL. The MHC is H-2-Db with pseudo-sequence H-2-Db. The binding affinity (normalized) is 0.0194. (4) The peptide sequence is KICEYIRSY. The MHC is HLA-B08:02 with pseudo-sequence YDSEYRNIFTNTDENTAYLSYNYYTWAVDAYTWY. The binding affinity (normalized) is 0.0847. (5) The peptide sequence is YGIPFPGSL. The MHC is HLA-B35:01 with pseudo-sequence HLA-B35:01. The binding affinity (normalized) is 0.557. (6) The peptide sequence is SAYLISIFLH. The MHC is HLA-A31:01 with pseudo-sequence HLA-A31:01. The binding affinity (normalized) is 0.490. (7) The peptide sequence is RFSFNCSMK. The MHC is HLA-A69:01 with pseudo-sequence HLA-A69:01. The binding affinity (normalized) is 0.0847.